Dataset: Reaction yield outcomes from USPTO patents with 853,638 reactions. Task: Predict the reaction yield, written as a fraction of the theoretical maximum amount of product (1.0 means a 100% yield; for example, 0.34 means a 34% yield). The reactants are O[CH:2]1O[C:5](=[O:7])[CH2:4][CH:3]1[CH2:8][CH2:9][CH3:10].CCN(C(C)C)C(C)C.Cl.[O:21]1[CH:25]=[C:24]([CH2:26][NH2:27])[CH:23]=[N:22]1. The catalyst is ClCCCl.CC(O)=O. The product is [O:21]1[CH:25]=[C:24]([CH2:26][N:27]2[CH2:2][CH:3]([CH2:8][CH2:9][CH3:10])[CH2:4][C:5]2=[O:7])[CH:23]=[N:22]1. The yield is 0.320.